This data is from Catalyst prediction with 721,799 reactions and 888 catalyst types from USPTO. The task is: Predict which catalyst facilitates the given reaction. (1) Reactant: COC1C=CC(P2(SP(C3C=CC(OC)=CC=3)(=S)S2)=[S:10])=CC=1.[F:23][C:24]1([F:55])[C:53](=O)[NH:52][C:26]2([C:39]3[CH:38]=[C:37]([O:40][CH2:41][C:42]([CH3:45])([CH3:44])[CH3:43])[CH:36]=[CH:35][C:34]=3[O:33][C:32]3[C:27]2=[CH:28][C:29]([C:46]2[CH:47]=[N:48][CH:49]=[N:50][CH:51]=2)=[CH:30][CH:31]=3)[CH2:25]1. Product: [F:23][C:24]1([F:55])[C:53](=[S:10])[NH:52][C:26]2([C:39]3[CH:38]=[C:37]([O:40][CH2:41][C:42]([CH3:45])([CH3:44])[CH3:43])[CH:36]=[CH:35][C:34]=3[O:33][C:32]3[C:27]2=[CH:28][C:29]([C:46]2[CH:47]=[N:48][CH:49]=[N:50][CH:51]=2)=[CH:30][CH:31]=3)[CH2:25]1. The catalyst class is: 11. (2) Reactant: [Cl:1][CH2:2][CH2:3][O:4][CH2:5][CH2:6][O:7][C:8]1[CH:9]=[CH:10][C:11]2[C:12]3[S:20][C:19]([CH2:21][CH2:22][CH3:23])=[N:18][C:13]=3[CH:14]=[N:15][C:16]=2[CH:17]=1.C1C=C(Cl)C=C(C(OO)=[O:32])C=1. Product: [Cl:1][CH2:2][CH2:3][O:4][CH2:5][CH2:6][O:7][C:8]1[CH:9]=[CH:10][C:11]2[C:12]3[S:20][C:19]([CH2:21][CH2:22][CH3:23])=[N:18][C:13]=3[CH:14]=[N+:15]([O-:32])[C:16]=2[CH:17]=1. The catalyst class is: 4. (3) Reactant: [NH2:1][C:2]1[CH:7]=[CH:6][C:5]([F:8])=[CH:4][C:3]=1[NH:9]C(=O)OC(C)(C)C.[C:17]([NH:20][C:21]1[CH:29]=[CH:28][C:24]([C:25]([OH:27])=O)=[CH:23][CH:22]=1)(=[O:19])[CH3:18].CN(C(ON1N=NC2C=CC=NC1=2)=[N+](C)C)C.F[P-](F)(F)(F)(F)F.C(N(C(C)C)C(C)C)C. Product: [C:17]([NH:20][C:21]1[CH:22]=[CH:23][C:24]([C:25]([NH:1][C:2]2[CH:7]=[CH:6][C:5]([F:8])=[CH:4][C:3]=2[NH2:9])=[O:27])=[CH:28][CH:29]=1)(=[O:19])[CH3:18]. The catalyst class is: 3. (4) Reactant: [CH3:1][C:2]1[O:6][C:5]([CH:7]([NH2:13])[C:8]2([CH3:12])[CH2:11][O:10][CH2:9]2)=[CH:4][CH:3]=1.C([O:16][C:17]1[C:18](=[O:33])[C:19](=O)[C:20]=1[NH:21][C:22]1[CH:27]=[CH:26][CH:25]=[C:24]([CH:28]([OH:30])[CH3:29])[C:23]=1[OH:31])C. Product: [OH:31][C:23]1[C:24]([CH:28]([OH:30])[CH3:29])=[CH:25][CH:26]=[CH:27][C:22]=1[NH:21][C:20]1[C:17](=[O:16])[C:18](=[O:33])[C:19]=1[NH:13][CH:7]([C:5]1[O:6][C:2]([CH3:1])=[CH:3][CH:4]=1)[C:8]1([CH3:12])[CH2:9][O:10][CH2:11]1. The catalyst class is: 5.